Dataset: Full USPTO retrosynthesis dataset with 1.9M reactions from patents (1976-2016). Task: Predict the reactants needed to synthesize the given product. (1) Given the product [F:12][C:8]1[CH:7]=[C:6]([CH2:5][CH:4]([NH2:3])[C:13]2[CH:18]=[CH:17][CH:16]=[C:15]([C:19]([F:21])([F:22])[F:20])[CH:14]=2)[CH:11]=[CH:10][CH:9]=1, predict the reactants needed to synthesize it. The reactants are: CO[N:3]=[C:4]([C:13]1[CH:18]=[CH:17][CH:16]=[C:15]([C:19]([F:22])([F:21])[F:20])[CH:14]=1)[CH2:5][C:6]1[CH:11]=[CH:10][CH:9]=[C:8]([F:12])[CH:7]=1.[H-].[H-].[H-].[H-].[Li+].[Al+3]. (2) Given the product [ClH:29].[ClH:29].[N:16]1([C:12]2[CH:11]=[C:10]3[C:15]([C:6]([N:1]4[CH2:5][CH2:4][CH2:3][CH2:2]4)=[N:7][CH:8]=[N:9]3)=[CH:14][CH:13]=2)[CH2:17][CH2:18][NH:19][CH2:20][CH2:21]1, predict the reactants needed to synthesize it. The reactants are: [N:1]1([C:6]2[C:15]3[C:10](=[CH:11][C:12]([N:16]4[CH2:21][CH2:20][N:19](C(OC(C)(C)C)=O)[CH2:18][CH2:17]4)=[CH:13][CH:14]=3)[N:9]=[CH:8][N:7]=2)[CH2:5][CH2:4][CH2:3][CH2:2]1.[ClH:29]. (3) Given the product [CH3:15][C:9]1[C:10]([CH3:14])=[CH:11][CH:12]=[CH:13][C:8]=1[C:6]1[N:5]=[C:4]([NH2:16])[N:3]=[C:2]([NH:26][CH2:25][CH2:24][NH:23][C:19]2[CH:18]=[N:17][CH:22]=[CH:21][CH:20]=2)[CH:7]=1, predict the reactants needed to synthesize it. The reactants are: Cl[C:2]1[CH:7]=[C:6]([C:8]2[CH:13]=[CH:12][CH:11]=[C:10]([CH3:14])[C:9]=2[CH3:15])[N:5]=[C:4]([NH2:16])[N:3]=1.[N:17]1[CH:22]=[CH:21][CH:20]=[C:19]([NH:23][CH2:24][CH2:25][NH2:26])[CH:18]=1. (4) Given the product [Br:1][C:2]1[C:3]([F:21])=[C:4]2[CH:10]=[CH:9][NH:8][C:5]2=[N:6][CH:7]=1, predict the reactants needed to synthesize it. The reactants are: [Br:1][C:2]1[C:3]([F:21])=[C:4]2[CH:10]=[CH:9][N:8]([Si](C(C)C)(C(C)C)C(C)C)[C:5]2=[N:6][CH:7]=1.CCCC[N+](CCCC)(CCCC)CCCC.[F-]. (5) Given the product [CH2:2]([C:3]1[CH:4]=[C:5]([CH2:6][CH3:7])[N:18]([C:17]2[C:12]([O:11][CH3:10])=[N:13][C:14]([C:21]3[CH:26]=[CH:25][C:24]([O:27][C:28]([F:30])([F:31])[F:29])=[CH:23][C:22]=3[O:32][CH3:33])=[C:15]([CH3:20])[CH:16]=2)[N:19]=1)[CH3:1], predict the reactants needed to synthesize it. The reactants are: [CH3:1][CH2:2][C:3](=O)[CH2:4][C:5](=O)[CH2:6][CH3:7].[CH3:10][O:11][C:12]1[C:17]([NH:18][NH2:19])=[CH:16][C:15]([CH3:20])=[C:14]([C:21]2[CH:26]=[CH:25][C:24]([O:27][C:28]([F:31])([F:30])[F:29])=[CH:23][C:22]=2[O:32][CH3:33])[N:13]=1. (6) Given the product [NH2:1][C:2]1[N:7]=[C:6]([C:8]2[O:9][CH:10]=[CH:11][CH:12]=2)[C:5]([C:13]#[N:14])=[C:4]([O:26][CH2:25][C:22]2[CH:21]=[CH:20][C:19]([CH3:18])=[CH:24][N:23]=2)[N:3]=1, predict the reactants needed to synthesize it. The reactants are: [NH2:1][C:2]1[N:7]=[C:6]([C:8]2[O:9][CH:10]=[CH:11][CH:12]=2)[C:5]([C:13]#[N:14])=[C:4](S(C)=O)[N:3]=1.[CH3:18][C:19]1[CH:20]=[CH:21][C:22]([CH2:25][OH:26])=[N:23][CH:24]=1.C1CCN2C(=NCCC2)CC1. (7) Given the product [CH3:18][C:5]1[C:6]([C:8]2[CH:13]=[CH:12][CH:11]=[C:10]([S:14]([CH3:17])(=[O:16])=[O:15])[CH:9]=2)=[N:7][C:2]([NH:31][C:30]2[CH:29]=[CH:28][C:27]([CH2:26][N:23]3[CH2:22][CH2:21][N:20]([CH3:19])[CH2:25][CH2:24]3)=[CH:33][CH:32]=2)=[N:3][CH:4]=1, predict the reactants needed to synthesize it. The reactants are: Cl[C:2]1[N:7]=[C:6]([C:8]2[CH:13]=[CH:12][CH:11]=[C:10]([S:14]([CH3:17])(=[O:16])=[O:15])[CH:9]=2)[C:5]([CH3:18])=[CH:4][N:3]=1.[CH3:19][N:20]1[CH2:25][CH2:24][N:23]([CH2:26][C:27]2[CH:33]=[CH:32][C:30]([NH2:31])=[CH:29][CH:28]=2)[CH2:22][CH2:21]1. (8) Given the product [Cl:28][C:29]1[CH:34]=[C:33]([Cl:35])[CH:32]=[CH:31][C:30]=1[CH2:36][NH:37][C:38]([N:16]1[CH2:17][CH2:18][CH:13]([O:12][C:7]2[CH:8]=[CH:9][CH:10]=[CH:11][C:6]=2[S:3]([CH3:2])(=[O:5])=[O:4])[CH2:14][CH2:15]1)=[O:39], predict the reactants needed to synthesize it. The reactants are: Cl.[CH3:2][S:3]([C:6]1[CH:11]=[CH:10][CH:9]=[CH:8][C:7]=1[O:12][CH:13]1[CH2:18][CH2:17][NH:16][CH2:15][CH2:14]1)(=[O:5])=[O:4].C(N(C(C)C)CC)(C)C.[Cl:28][C:29]1[CH:34]=[C:33]([Cl:35])[CH:32]=[CH:31][C:30]=1[CH2:36][N:37]=[C:38]=[O:39]. (9) Given the product [CH3:44][S:45]([OH:48])(=[O:47])=[O:46].[Cl:32][C:16]1[CH:15]=[C:14]([NH:13][C:2]2[C:3]3[N:10]([CH3:11])[C:9]([Cl:12])=[CH:8][C:4]=3[N:5]=[CH:6][N:7]=2)[CH:31]=[CH:30][C:17]=1[O:18][C:19]1[CH:27]=[CH:26][CH:25]=[C:24]2[C:20]=1[CH2:21][C:22](=[O:29])[N:23]2[CH3:28], predict the reactants needed to synthesize it. The reactants are: Cl[C:2]1[C:3]2[N:10]([CH3:11])[C:9]([Cl:12])=[CH:8][C:4]=2[N:5]=[CH:6][N:7]=1.[NH2:13][C:14]1[CH:31]=[CH:30][C:17]([O:18][C:19]2[CH:27]=[CH:26][CH:25]=[C:24]3[C:20]=2[CH2:21][C:22](=[O:29])[N:23]3[CH3:28])=[C:16]([Cl:32])[CH:15]=1.Cl.N1C=CC=CC=1.C(O)(C)C.[CH3:44][S:45]([OH:48])(=[O:47])=[O:46]. (10) Given the product [F:31][C:10]1[CH:11]=[C:12]([NH:15][C:16]([C:18]2([C:21]([NH:23][C:24]3[CH:25]=[CH:26][C:27]([F:30])=[CH:28][CH:29]=3)=[O:22])[CH2:20][CH2:19]2)=[O:17])[CH:13]=[CH:14][C:9]=1[O:8][C:6]1[CH:5]=[CH:4][N:3]=[C:2]([NH:1][C:32]([N:34]2[CH2:37][CH2:38][CH:44]([CH2:43][OH:42])[CH2:36][CH2:35]2)=[O:51])[CH:7]=1, predict the reactants needed to synthesize it. The reactants are: [NH2:1][C:2]1[CH:7]=[C:6]([O:8][C:9]2[CH:14]=[CH:13][C:12]([NH:15][C:16]([C:18]3([C:21]([NH:23][C:24]4[CH:29]=[CH:28][C:27]([F:30])=[CH:26][CH:25]=4)=[O:22])[CH2:20][CH2:19]3)=[O:17])=[CH:11][C:10]=2[F:31])[CH:5]=[CH:4][N:3]=1.[CH2:32]([N:34]([CH2:37][CH3:38])[CH2:35][CH3:36])C.ClC([O:42][C:43]1C=CC=C[CH:44]=1)=O.C(OCC)(=[O:51])C.